The task is: Predict the product of the given reaction.. This data is from Forward reaction prediction with 1.9M reactions from USPTO patents (1976-2016). (1) Given the reactants [O:1]1[CH2:5][CH2:4][O:3][C:2]1=O.[F:7][C:8]([F:32])([F:31])[C:9]1[N:13]2[N:14]=[C:15]([N:18]3[CH2:23][CH2:22][CH:21]([C:24]4[CH:29]=[CH:28]C(O)=[CH:26][CH:25]=4)[CH2:20][CH2:19]3)[CH2:16][CH2:17][C:12]2=[N:11][N:10]=1.C(=O)([O-])[O-].[K+].[K+], predict the reaction product. The product is: [F:32][C:8]([F:7])([F:31])[C:9]1[N:13]2[N:14]=[C:15]([N:18]3[CH2:19][CH2:20][CH:21]([C:24]4[CH:29]=[CH:28][C:2]([O:1][CH2:5][CH2:4][OH:3])=[CH:26][CH:25]=4)[CH2:22][CH2:23]3)[CH2:16][CH2:17][C:12]2=[N:11][N:10]=1. (2) Given the reactants Br[CH2:2][CH2:3][O:4][C:5]1[CH:6]=[C:7]([CH:24]=[CH:25][C:26]=1[CH2:27][S:28]([CH3:31])(=[O:30])=[O:29])[C:8]([NH:10][C:11]1[CH:16]=[CH:15][C:14]([Cl:17])=[C:13]([C:18]2[CH:23]=[CH:22][CH:21]=[CH:20][N:19]=2)[CH:12]=1)=[O:9].C(=O)([O-])[O-].[K+].[K+].[NH:38]1[CH2:43][CH2:42][O:41][CH2:40][CH2:39]1, predict the reaction product. The product is: [Cl:17][C:14]1[CH:15]=[CH:16][C:11]([NH:10][C:8](=[O:9])[C:7]2[CH:24]=[CH:25][C:26]([CH2:27][S:28]([CH3:31])(=[O:30])=[O:29])=[C:5]([O:4][CH2:3][CH2:2][N:38]3[CH2:43][CH2:42][O:41][CH2:40][CH2:39]3)[CH:6]=2)=[CH:12][C:13]=1[C:18]1[CH:23]=[CH:22][CH:21]=[CH:20][N:19]=1. (3) Given the reactants [O:1]=[C:2]1[NH:7][CH2:6][CH:5]([C:8]([OH:10])=O)[CH2:4][CH2:3]1.[NH2:11][C:12]1[CH:13]=[C:14]([CH:18]([OH:29])[CH2:19][CH2:20][NH:21][C:22](=[O:28])[O:23][C:24]([CH3:27])([CH3:26])[CH3:25])[CH:15]=[CH:16][CH:17]=1, predict the reaction product. The product is: [OH:29][CH:18]([C:14]1[CH:15]=[CH:16][CH:17]=[C:12]([NH:11][C:8]([CH:5]2[CH2:4][CH2:3][C:2](=[O:1])[NH:7][CH2:6]2)=[O:10])[CH:13]=1)[CH2:19][CH2:20][NH:21][C:22](=[O:28])[O:23][C:24]([CH3:27])([CH3:26])[CH3:25].